From a dataset of Catalyst prediction with 721,799 reactions and 888 catalyst types from USPTO. Predict which catalyst facilitates the given reaction. Reactant: [CH3:1][O:2][C:3](=[O:23])[CH:4]=[CH:5][C:6]1[CH:11]=[CH:10][C:9]([C:12]([CH3:15])([CH3:14])[CH3:13])=[CH:8][C:7]=1[O:16][CH:17]1[CH2:22][CH2:21][O:20][CH2:19][CH2:18]1. Product: [CH3:1][O:2][C:3](=[O:23])[CH2:4][CH2:5][C:6]1[CH:11]=[CH:10][C:9]([C:12]([CH3:15])([CH3:14])[CH3:13])=[CH:8][C:7]=1[O:16][CH:17]1[CH2:22][CH2:21][O:20][CH2:19][CH2:18]1. The catalyst class is: 19.